The task is: Predict the reaction yield, written as a fraction of the theoretical maximum amount of product (1.0 means a 100% yield; for example, 0.34 means a 34% yield).. This data is from Reaction yield outcomes from USPTO patents with 853,638 reactions. (1) The reactants are Cl[C:2]1[N:7]=[CH:6][C:5]2[N:8]([CH2:11][C:12]3[CH:17]=[CH:16][C:15]([O:18][CH3:19])=[CH:14][CH:13]=3)[CH:9]=[N:10][C:4]=2[CH:3]=1.C([Sn](CCCC)(CCCC)[C:25]([O:27][CH2:28][CH3:29])=[CH2:26])CCC. The catalyst is CN1C(=O)CCC1.C1C=CC([P]([Pd]([P](C2C=CC=CC=2)(C2C=CC=CC=2)C2C=CC=CC=2)([P](C2C=CC=CC=2)(C2C=CC=CC=2)C2C=CC=CC=2)[P](C2C=CC=CC=2)(C2C=CC=CC=2)C2C=CC=CC=2)(C2C=CC=CC=2)C2C=CC=CC=2)=CC=1. The product is [CH2:28]([O:27][C:25]([C:2]1[N:7]=[CH:6][C:5]2[N:8]([CH2:11][C:12]3[CH:17]=[CH:16][C:15]([O:18][CH3:19])=[CH:14][CH:13]=3)[CH:9]=[N:10][C:4]=2[CH:3]=1)=[CH2:26])[CH3:29]. The yield is 0.780. (2) The reactants are [CH3:1][CH:2]1[CH2:8][C:7]2[CH:9]=[C:10]3[O:15][CH2:14][O:13][C:11]3=[CH:12][C:6]=2[C:5]([C:16]2[CH:21]=[CH:20][C:19]([N+:22]([O-:24])=[O:23])=[CH:18][CH:17]=2)=[N:4][N:3]1[C:25](=[S:27])[NH2:26].Br[CH:29]([CH3:35])[C:30](OCC)=[O:31].CN(C)C=O. The catalyst is O. The product is [CH3:35][CH:29]1[S:27][C:25]([N:3]2[CH:2]([CH3:1])[CH2:8][C:7]3[CH:9]=[C:10]4[O:15][CH2:14][O:13][C:11]4=[CH:12][C:6]=3[C:5]([C:16]3[CH:17]=[CH:18][C:19]([N+:22]([O-:24])=[O:23])=[CH:20][CH:21]=3)=[N:4]2)=[N:26][C:30]1=[O:31]. The yield is 0.950. (3) The reactants are [Cl:1][C:2]1[CH:3]=[C:4]([NH:9][C:10]([N:12]2[CH2:17][CH2:16][N:15]([CH2:18][CH2:19][C:20](O)=[O:21])[C:14](=[O:23])[C@@H:13]2[CH3:24])=[O:11])[CH:5]=[CH:6][C:7]=1[Cl:8].[CH3:25][C:26]1([OH:32])[CH2:31][CH2:30][NH:29][CH2:28][CH2:27]1. No catalyst specified. The product is [Cl:1][C:2]1[CH:3]=[C:4]([NH:9][C:10]([N:12]2[CH2:17][CH2:16][N:15]([CH2:18][CH2:19][C:20]([N:29]3[CH2:30][CH2:31][C:26]([OH:32])([CH3:25])[CH2:27][CH2:28]3)=[O:21])[C:14](=[O:23])[C@@H:13]2[CH3:24])=[O:11])[CH:5]=[CH:6][C:7]=1[Cl:8]. The yield is 0.510. (4) The yield is 0.590. The product is [CH3:1][O:2][C:3]([C:5]1[S:6][C:7]([C:11](=[O:13])[NH:55][CH2:56][C:57]2[CH:62]=[CH:61][CH:60]=[C:59]([OH:63])[CH:58]=2)=[CH:8][C:9]=1[Br:10])=[O:4]. The reactants are [CH3:1][O:2][C:3]([C:5]1[S:6][C:7]([C:11]([OH:13])=O)=[CH:8][C:9]=1[Br:10])=[O:4].C(N(CC)CC)C.CN(C(ON1N=NC2C=CC=CC1=2)=[N+](C)C)C.F[P-](F)(F)(F)(F)F.C1C=CC2N(O)N=NC=2C=1.[NH2:55][CH2:56][C:57]1[CH:58]=[C:59]([OH:63])[CH:60]=[CH:61][CH:62]=1. The catalyst is CN(C=O)C. (5) The reactants are [CH3:1][C:2]1([CH3:11])[N:7]([O])[C:6]([CH3:10])([CH3:9])[CH2:5][CH2:4][CH2:3]1.[C:12]([O:16]N=O)(C)([CH3:14])[CH3:13].O.N[C:21]1[CH:26]=CC=C[CH:22]=1. The catalyst is N1C=CC=CC=1.[Cu]. The product is [O:16]([N:7]1[C:2]([CH3:11])([CH3:1])[CH2:3][CH2:4][CH2:5][C:6]1([CH3:10])[CH3:9])[C:12]1[CH:14]=[CH:26][CH:21]=[CH:22][CH:13]=1. The yield is 0.828.